Dataset: Reaction yield outcomes from USPTO patents with 853,638 reactions. Task: Predict the reaction yield, written as a fraction of the theoretical maximum amount of product (1.0 means a 100% yield; for example, 0.34 means a 34% yield). (1) The product is [Cl:13][C:14]1[C:23]2[C:18](=[CH:19][CH:20]=[C:21]([O:24][CH3:25])[CH:22]=2)[C:17]([CH3:2])=[C:16]([Cl:26])[N:15]=1. The yield is 0.470. The catalyst is C1COCC1. The reactants are N(C(C)C)[CH:2](C)C.[Li]CCCC.[Cl:13][C:14]1[C:23]2[C:18](=[CH:19][CH:20]=[C:21]([O:24][CH3:25])[CH:22]=2)[CH:17]=[C:16]([Cl:26])[N:15]=1.CI. (2) The reactants are [CH3:1][C:2]1[NH:6][C:5](=[O:7])[C:4]([C:11]2[CH:16]=[CH:15][CH:14]=[CH:13][CH:12]=2)([CH2:8][CH2:9][CH3:10])[N:3]=1.Br[CH2:18][C:19]([C:21]1[CH:26]=[CH:25][C:24]([N+:27]([O-:29])=[O:28])=[CH:23][CH:22]=1)=[O:20].C(=O)([O-])[O-].[K+].[K+]. The catalyst is CC(C)=O. The product is [CH3:1][C:2]1[N:6]([CH2:18][C:19]([C:21]2[CH:22]=[CH:23][C:24]([N+:27]([O-:29])=[O:28])=[CH:25][CH:26]=2)=[O:20])[C:5](=[O:7])[C:4]([C:11]2[CH:16]=[CH:15][CH:14]=[CH:13][CH:12]=2)([CH2:8][CH2:9][CH3:10])[N:3]=1. The yield is 0.560. (3) The reactants are [CH2:1]([O:3][P:4]([C:9]1[C:18]2[C:13](=[CH:14][CH:15]=[CH:16][CH:17]=2)[C:12]([N:19]2[CH2:23][CH2:22][CH2:21][CH2:20]2)=[CH:11][CH:10]=1)(=[O:8])[O:5]CC)[CH3:2]. The catalyst is N1CCCC1. The product is [CH2:1]([O:3][P:4]([C:9]1[C:18]2[C:13](=[CH:14][CH:15]=[CH:16][CH:17]=2)[C:12]([N:19]2[CH2:23][CH2:22][CH2:21][CH2:20]2)=[CH:11][CH:10]=1)(=[O:5])[OH:8])[CH3:2]. The yield is 0.550. (4) The reactants are [CH3:1][N:2]1[CH2:8][CH2:7][CH2:6][N:5]([C:9]2[N:14]=[C:13]([C:15]([N:17]3[CH2:21][CH2:20][C@@H:19]([O:22][C:23]4[CH:28]=[CH:27][CH:26]=[CH:25][C:24]=4[CH3:29])[CH2:18]3)=[O:16])[CH:12]=[CH:11][CH:10]=2)[CH2:4][CH2:3]1.[ClH:30]. The catalyst is C(Cl)Cl. The product is [ClH:30].[CH3:1][N:2]1[CH2:8][CH2:7][CH2:6][N:5]([C:9]2[N:14]=[C:13]([C:15]([N:17]3[CH2:21][CH2:20][C@@H:19]([O:22][C:23]4[CH:28]=[CH:27][CH:26]=[CH:25][C:24]=4[CH3:29])[CH2:18]3)=[O:16])[CH:12]=[CH:11][CH:10]=2)[CH2:4][CH2:3]1. The yield is 0.740. (5) The reactants are [CH3:1][O:2][C:3]1[CH:8]=[CH:7][C:6]([S:9]([N:12]2[CH2:18][C:17]3[CH:19]=[CH:20][C:21]([C:23](OC)=[O:24])=[CH:22][C:16]=3[O:15][C@H:14]([CH3:27])[CH2:13]2)(=[O:11])=[O:10])=[CH:5][CH:4]=1.[OH-:28].[Na+].[NH2:30]O. The catalyst is C1COCC1.CO. The product is [OH:28][NH:30][C:23]([C:21]1[CH:20]=[CH:19][C:17]2[CH2:18][N:12]([S:9]([C:6]3[CH:7]=[CH:8][C:3]([O:2][CH3:1])=[CH:4][CH:5]=3)(=[O:11])=[O:10])[CH2:13][C@@H:14]([CH3:27])[O:15][C:16]=2[CH:22]=1)=[O:24]. The yield is 0.970. (6) The reactants are B(O)(O)[C@H]1N(C([C@@H](N)C(C)C)=O)CCC1.CS(O)(=O)=O.[C@H:21]([OH:30])([C:27]([OH:29])=[O:28])[C@@H:22]([OH:26])[C:23]([OH:25])=[O:24].[CH3:31][N:32]([CH3:48])[CH2:33][C@H:34]([CH3:47])[C@@:35]([C:39]1[CH:44]=[CH:43][CH:42]=[C:41]([O:45][CH3:46])[CH:40]=1)([OH:38])[CH2:36][CH3:37].C(O)(=O)C(C(C(O)=O)O)O. The catalyst is C(O)C. The product is [C:23]([CH:22]([CH:21]([C:27]([OH:29])=[O:28])[OH:30])[OH:26])([OH:25])=[O:24].[CH3:48][N:32]([CH3:31])[CH2:33][C@H:34]([CH3:47])[C@@:35]([C:39]1[CH:44]=[CH:43][CH:42]=[C:41]([O:45][CH3:46])[CH:40]=1)([OH:38])[CH2:36][CH3:37]. The yield is 0.450. (7) The reactants are [F:1][C:2]1[CH:7]=[C:6](I)[CH:5]=[CH:4][C:3]=1[N:9]1[CH:14]=[C:13]([O:15][CH3:16])[C:12](=[O:17])[C:11]([C:18]2[N:22]([C:23]3[CH:28]=[CH:27][CH:26]=[CH:25][CH:24]=3)[N:21]=[CH:20][CH:19]=2)=[N:10]1.[NH:29]1[CH:33]=[CH:32][CH:31]=[N:30]1.C(=NO)C1C(=CC=CC=1)O.C([O-])([O-])=O.[Cs+].[Cs+]. The catalyst is CC#N.O. The product is [F:1][C:2]1[CH:7]=[C:6]([N:29]2[CH:33]=[CH:32][CH:31]=[N:30]2)[CH:5]=[CH:4][C:3]=1[N:9]1[CH:14]=[C:13]([O:15][CH3:16])[C:12](=[O:17])[C:11]([C:18]2[N:22]([C:23]3[CH:28]=[CH:27][CH:26]=[CH:25][CH:24]=3)[N:21]=[CH:20][CH:19]=2)=[N:10]1. The yield is 0.440. (8) The reactants are [Br:1][C:2]1[CH:7]=[CH:6][C:5]([N:8]2[C:13]3=[N:14][C:15]4[C:16](=[C:17]([CH:22]=[O:23])[CH:18]=[CH:19][C:20]=4[Cl:21])[N:12]3[CH2:11][CH2:10][CH2:9]2)=[C:4]([Cl:24])[CH:3]=1.[CH2:25]([Mg]Br)[CH3:26]. The catalyst is O1CCCC1. The product is [Br:1][C:2]1[CH:7]=[CH:6][C:5]([N:8]2[C:13]3=[N:14][C:15]4[C:20]([Cl:21])=[CH:19][CH:18]=[C:17]([CH:22]([OH:23])[CH2:25][CH3:26])[C:16]=4[N:12]3[CH2:11][CH2:10][CH2:9]2)=[C:4]([Cl:24])[CH:3]=1. The yield is 0.870.